From a dataset of Full USPTO retrosynthesis dataset with 1.9M reactions from patents (1976-2016). Predict the reactants needed to synthesize the given product. Given the product [NH2:10][C:9]1[S:1][CH:2]=[CH:3][C:11]=1[C:12]([NH2:14])=[O:13], predict the reactants needed to synthesize it. The reactants are: [S:1]1CC(O)S[CH2:3][CH:2]1O.[C:9]([CH2:11][C:12]([NH2:14])=[O:13])#[N:10].C(N(CC)CC)C.